This data is from Full USPTO retrosynthesis dataset with 1.9M reactions from patents (1976-2016). The task is: Predict the reactants needed to synthesize the given product. (1) Given the product [CH3:1][N:2]1[CH:6]([C:7]([OH:9])=[O:8])[CH2:5][N:4]([C:11]2[CH:12]=[N:13][CH:14]=[CH:15][CH:16]=2)[C:3]1=[O:17], predict the reactants needed to synthesize it. The reactants are: [CH3:1][N:2]1[CH:6]([C:7]([O:9]C)=[O:8])[CH2:5][N:4]([C:11]2[CH:12]=[N:13][CH:14]=[CH:15][CH:16]=2)[C:3]1=[O:17].[OH-].[Li+].Cl. (2) Given the product [CH3:14][S:11]([NH:10][CH2:9][CH2:8][NH:7][C:6]([C:27]1[C:28]([OH:51])=[C:29]2[C:34](=[CH:35][N:36]=1)[N:33]([CH2:37][C:38]1[CH:43]=[CH:42][CH:41]=[CH:40][CH:39]=1)[C:32](=[O:44])[C:31]([C:45]1[CH:50]=[CH:49][CH:48]=[CH:47][CH:46]=1)=[CH:30]2)=[O:15])(=[O:12])=[O:13], predict the reactants needed to synthesize it. The reactants are: C(O[C:6](=[O:15])[NH:7][CH2:8][CH2:9][NH:10][S:11]([CH3:14])(=[O:13])=[O:12])(C)(C)C.FC(F)(F)C(O)=O.COC([C:27]1[C:28]([OH:51])=[C:29]2[C:34](=[CH:35][N:36]=1)[N:33]([CH2:37][C:38]1[CH:43]=[CH:42][CH:41]=[CH:40][CH:39]=1)[C:32](=[O:44])[C:31]([C:45]1[CH:50]=[CH:49][CH:48]=[CH:47][CH:46]=1)=[CH:30]2)=O.